Task: Predict the reactants needed to synthesize the given product.. Dataset: Full USPTO retrosynthesis dataset with 1.9M reactions from patents (1976-2016) (1) Given the product [ClH:23].[F:21][C:17]1[CH:16]=[C:15]([C:14]([N:11]2[CH2:10][CH2:9][NH:8][CH2:13][CH2:12]2)=[O:22])[CH:20]=[CH:19][CH:18]=1, predict the reactants needed to synthesize it. The reactants are: C(OC([N:8]1[CH2:13][CH2:12][N:11]([C:14](=[O:22])[C:15]2[CH:20]=[CH:19][CH:18]=[C:17]([F:21])[CH:16]=2)[CH2:10][CH2:9]1)=O)(C)(C)C.[ClH:23]. (2) Given the product [CH3:17][C:18]1[CH:19]=[CH:20][C:21]([C:24]2[CH:29]=[CH:28][C:27]([CH2:30][NH:31][C:32]([C:34]3[N:35]([CH3:40])[CH:36]=[C:37]([NH:39][C:10]([C:9]4[CH:13]=[CH:14][CH:15]=[CH:16][C:8]=4[O:1][C:2]4[CH:3]=[CH:4][CH:5]=[CH:6][CH:7]=4)=[O:12])[CH:38]=3)=[O:33])=[CH:26][CH:25]=2)=[CH:22][CH:23]=1, predict the reactants needed to synthesize it. The reactants are: [O:1]([C:8]1[CH:16]=[CH:15][CH:14]=[CH:13][C:9]=1[C:10]([OH:12])=O)[C:2]1[CH:7]=[CH:6][CH:5]=[CH:4][CH:3]=1.[CH3:17][C:18]1[CH:23]=[CH:22][C:21]([C:24]2[CH:29]=[CH:28][C:27]([CH2:30][NH:31][C:32]([C:34]3[N:35]([CH3:40])[CH:36]=[C:37]([NH2:39])[CH:38]=3)=[O:33])=[CH:26][CH:25]=2)=[CH:20][CH:19]=1.CN(C(ON1N=NC2C=CC=CC1=2)=[N+](C)C)C.[B-](F)(F)(F)F.C(N(C(C)C)C(C)C)C. (3) Given the product [Cl:1][C:2]1[C:7]([O:8][CH3:9])=[CH:6][C:5]([O:10][CH3:11])=[CH:4][C:3]=1[N:12]1[CH2:17][C:16]2[CH:18]=[N:19][C:20]3[NH:24][C:23]([C:25]([NH:37][CH3:41])=[O:27])=[CH:22][C:21]=3[C:15]=2[N:14]([CH3:28])[C:13]1=[O:29], predict the reactants needed to synthesize it. The reactants are: [Cl:1][C:2]1[C:7]([O:8][CH3:9])=[CH:6][C:5]([O:10][CH3:11])=[CH:4][C:3]=1[N:12]1[CH2:17][C:16]2[CH:18]=[N:19][C:20]3[NH:24][C:23]([C:25]([OH:27])=O)=[CH:22][C:21]=3[C:15]=2[N:14]([CH3:28])[C:13]1=[O:29].F[P-](F)(F)(F)(F)F.[N:37]1(O[P+](N(C)C)(N(C)C)N(C)C)[C:41]2C=CC=CC=2N=N1.C(N(CC)CC)C.CN. (4) Given the product [Cl:1][C:2]1[N:7]=[C:6]([C:8]#[C:9][CH3:10])[C:5]([NH2:11])=[C:4]([NH:14][CH2:15][C:16]2[C:17]([CH3:23])=[CH:18][CH:19]=[CH:20][C:21]=2[CH3:22])[CH:3]=1, predict the reactants needed to synthesize it. The reactants are: [Cl:1][C:2]1[N:7]=[C:6]([C:8]#[C:9][CH3:10])[C:5]([N+:11]([O-])=O)=[C:4]([NH:14][CH2:15][C:16]2[C:21]([CH3:22])=[CH:20][CH:19]=[CH:18][C:17]=2[CH3:23])[CH:3]=1.O.O.[Sn](Cl)Cl.C(OCC)(=O)C.[OH-].[Na+]. (5) Given the product [F:25][C:23]1[CH:22]=[CH:21][C:20]([O:26][CH3:27])=[C:19]([C:16]([CH3:18])([CH3:17])[CH2:15][C:10]([OH:28])([C:11]([F:12])([F:13])[F:14])[CH2:9][N:4]2[CH2:3][CH:2]([CH3:1])[N:7]([C:35](=[O:37])[CH3:36])[CH:6]([CH3:8])[CH2:5]2)[CH:24]=1, predict the reactants needed to synthesize it. The reactants are: [CH3:1][CH:2]1[NH:7][CH:6]([CH3:8])[CH2:5][N:4]([CH2:9][C:10]([OH:28])([CH2:15][C:16]([C:19]2[CH:24]=[C:23]([F:25])[CH:22]=[CH:21][C:20]=2[O:26][CH3:27])([CH3:18])[CH3:17])[C:11]([F:14])([F:13])[F:12])[CH2:3]1.N1C=CC=CC=1.[C:35](OC(=O)C)(=[O:37])[CH3:36]. (6) Given the product [CH3:4][C:3]1([CH3:6])[CH2:2][NH:1][C:9](=[O:10])[CH2:8][O:5]1, predict the reactants needed to synthesize it. The reactants are: [NH2:1][CH2:2][C:3]([CH3:6])([OH:5])[CH3:4].Cl[CH2:8][C:9](Cl)=[O:10].C(O[K])(C)(C)C.Cl. (7) Given the product [CH3:11][O:12][C:13]([C:15]1[S:16][CH:17]=[CH:18][C:19]=1[NH:20][CH2:7][C:6]1[CH:9]=[CH:10][C:3]([O:2][CH3:1])=[CH:4][CH:5]=1)=[O:14], predict the reactants needed to synthesize it. The reactants are: [CH3:1][O:2][C:3]1[CH:10]=[CH:9][C:6]([CH2:7]Cl)=[CH:5][CH:4]=1.[CH3:11][O:12][C:13]([C:15]1[S:16][CH:17]=[CH:18][C:19]=1[NH2:20])=[O:14]. (8) The reactants are: [F:1][C:2]1[CH:11]=[C:10]2[C:5]([CH:6]=[CH:7][C:8](=[O:15])[N:9]2[CH2:12][CH:13]=C)=[CH:4][CH:3]=1.I([O-])(=O)(=O)=[O:17].[Na+].C(Cl)Cl. Given the product [F:1][C:2]1[CH:11]=[C:10]2[C:5]([CH:6]=[CH:7][C:8](=[O:15])[N:9]2[CH2:12][CH:13]=[O:17])=[CH:4][CH:3]=1, predict the reactants needed to synthesize it. (9) Given the product [CH2:17]([N:4]([CH2:3][CH2:2][NH:1][C:35](=[O:41])[O:36][C:37]([CH3:40])([CH3:39])[CH3:38])[CH2:5][CH2:6][O:7][C:8]1[C:9]([N+:14]([O-:16])=[O:15])=[N:10][CH:11]=[CH:12][CH:13]=1)[CH3:18], predict the reactants needed to synthesize it. The reactants are: [NH2:1][CH2:2][CH2:3][N:4]([CH2:17][CH3:18])[CH2:5][CH2:6][O:7][C:8]1[C:9]([N+:14]([O-:16])=[O:15])=[N:10][CH:11]=[CH:12][CH:13]=1.C(N(CCN[C:35](=[O:41])[O:36][C:37]([CH3:40])([CH3:39])[CH3:38])CCOC1C(F)=NC=CC=1)C.